Dataset: Reaction yield outcomes from USPTO patents with 853,638 reactions. Task: Predict the reaction yield, written as a fraction of the theoretical maximum amount of product (1.0 means a 100% yield; for example, 0.34 means a 34% yield). (1) The reactants are C1C=CC(P(C2C(C3C(P(C4C=CC=CC=4)C4C=CC=CC=4)=CC=C4C=3C=CC=C4)=C3C(C=CC=C3)=CC=2)C2C=CC=CC=2)=CC=1.CC(C)([O-])C.[Na+].Br[C:54]1[CH:55]=[N:56][C:57]2[C:62]([CH:63]=1)=[N:61][CH:60]=[CH:59][C:58]=2[Cl:64].[C:65]1([C:71]([C:73]2[CH:78]=[CH:77][CH:76]=[CH:75][CH:74]=2)=[NH:72])[CH:70]=[CH:69][CH:68]=[CH:67][CH:66]=1. The catalyst is ClCCl.C1C=CC(/C=C/C(/C=C/C2C=CC=CC=2)=O)=CC=1.C1C=CC(/C=C/C(/C=C/C2C=CC=CC=2)=O)=CC=1.C1C=CC(/C=C/C(/C=C/C2C=CC=CC=2)=O)=CC=1.[Pd].[Pd].C1(C)C=CC=CC=1. The product is [Cl:64][C:58]1[CH:59]=[CH:60][N:61]=[C:62]2[C:57]=1[N:56]=[CH:55][C:54]([N:72]=[C:71]([C:65]1[CH:70]=[CH:69][CH:68]=[CH:67][CH:66]=1)[C:73]1[CH:78]=[CH:77][CH:76]=[CH:75][CH:74]=1)=[CH:63]2. The yield is 0.500. (2) The reactants are BrC(Br)C.[CH:5]1([N:8]2[CH2:13][CH2:12][C:11]([S:21]([C:24]3[CH:29]=[CH:28][C:27]([C:30]4[CH:35]=[CH:34][C:33]([O:36][C:37]([F:42])([F:41])[CH:38]([F:40])[F:39])=[CH:32][CH:31]=4)=[CH:26][CH:25]=3)(=[O:23])=[O:22])([C:14]([O:16]C(C)(C)C)=O)[CH2:10][CH2:9]2)[CH2:7][CH2:6]1.CC(N(C)C)=O.[O:49]1[CH2:54][CH2:53][CH2:52][CH2:51][CH:50]1[O:55][NH:56]C(C1(S(C2C=CC(C3C=NC(CCCC(F)(F)F)=CN=3)=CC=2)(=O)=O)CCOCC1)=O. The catalyst is C1COCC1.[Zn].CC1C=CC=CC=1[P](C1C=CC=CC=1C)([Pd](Cl)(Cl)[P](C1=C(C)C=CC=C1)(C1C=CC=CC=1C)C1C=CC=CC=1C)C1C=CC=CC=1C. The product is [CH:5]1([N:8]2[CH2:13][CH2:12][C:11]([S:21]([C:24]3[CH:25]=[CH:26][C:27]([C:30]4[CH:31]=[CH:32][C:33]([O:36][C:37]([F:41])([F:42])[CH:38]([F:40])[F:39])=[CH:34][CH:35]=4)=[CH:28][CH:29]=3)(=[O:22])=[O:23])([C:14]([NH:56][O:55][CH:50]3[CH2:51][CH2:52][CH2:53][CH2:54][O:49]3)=[O:16])[CH2:10][CH2:9]2)[CH2:7][CH2:6]1. The yield is 0.380.